From a dataset of Forward reaction prediction with 1.9M reactions from USPTO patents (1976-2016). Predict the product of the given reaction. (1) The product is: [CH2:3]([N:32]1[C:31]2[CH:33]=[CH:34][CH:35]=[CH:36][C:30]=2[N:29]=[CH:28]1)[CH2:4][CH3:5]. Given the reactants CN(C)[CH2:3][CH2:4][C:5]1C=CC=CN=1.CNCCC1C=CC=CN=1.N1C=CC=CC=1[C:28]1[NH:32][C:31]2[CH:33]=[CH:34][CH:35]=[CH:36][C:30]=2[N:29]=1.CN(C)CC1C=CC=CN=1, predict the reaction product. (2) Given the reactants [Br:1][C:2]1[C:3]2[N:11]=[C:10]([C:12]3[C:17]([F:18])=[CH:16][CH:15]=[CH:14][C:13]=3[Cl:19])[S:9][C:4]=2[CH:5]=[N+:6]([O-])[CH:7]=1.P(Br)(Br)([Br:22])=O.C([O-])(O)=O.[Na+], predict the reaction product. The product is: [Br:22][C:5]1[C:4]2[S:9][C:10]([C:12]3[C:17]([F:18])=[CH:16][CH:15]=[CH:14][C:13]=3[Cl:19])=[N:11][C:3]=2[C:2]([Br:1])=[CH:7][N:6]=1. (3) Given the reactants Br[C:2]1[CH:7]=[CH:6][CH:5]=[CH:4][N:3]=1.CCCCCC.C([Li])CCC.[CH:19]([C@@H:21]1[CH2:26][C@H:25]([N:27]([C:32]([C:34]2[N:38]([CH2:39][CH2:40][CH2:41][CH2:42][O:43][CH3:44])[C:37]3[CH:45]=[CH:46][CH:47]=[CH:48][C:36]=3[N:35]=2)=[O:33])[CH2:28][CH:29]([CH3:31])[CH3:30])[CH2:24][N:23]([C:49]([O:51][C:52]([CH3:55])([CH3:54])[CH3:53])=[O:50])[CH2:22]1)=[O:20].[Cl-].[NH4+], predict the reaction product. The product is: [OH:20][CH:19]([C:2]1[CH:7]=[CH:6][CH:5]=[CH:4][N:3]=1)[C@@H:21]1[CH2:26][C@H:25]([N:27]([C:32]([C:34]2[N:38]([CH2:39][CH2:40][CH2:41][CH2:42][O:43][CH3:44])[C:37]3[CH:45]=[CH:46][CH:47]=[CH:48][C:36]=3[N:35]=2)=[O:33])[CH2:28][CH:29]([CH3:30])[CH3:31])[CH2:24][N:23]([C:49]([O:51][C:52]([CH3:53])([CH3:55])[CH3:54])=[O:50])[CH2:22]1. (4) The product is: [N+:2]([C:5]1[CH:6]=[C:7]([C:8]2[CH:16]=[C:15]([CH2:14][N:17]3[CH2:26][CH2:25][C:24]4[C:19](=[CH:20][CH:21]=[CH:22][CH:23]=4)[CH2:18]3)[O:10][N:9]=2)[CH:11]=[CH:12][CH:13]=1)([O-:4])=[O:3]. Given the reactants Cl.[N+:2]([C:5]1[CH:6]=[C:7]([CH:11]=[CH:12][CH:13]=1)[C:8]#[N+:9][O-:10])([O-:4])=[O:3].[CH2:14]([N:17]1[CH2:26][CH2:25][C:24]2[C:19](=[CH:20][CH:21]=[CH:22][CH:23]=2)[CH2:18]1)[C:15]#[CH:16].[OH-].[Na+], predict the reaction product.